Dataset: Peptide-MHC class I binding affinity with 185,985 pairs from IEDB/IMGT. Task: Regression. Given a peptide amino acid sequence and an MHC pseudo amino acid sequence, predict their binding affinity value. This is MHC class I binding data. (1) The peptide sequence is CIAWSSSSCH. The MHC is HLA-A11:01 with pseudo-sequence HLA-A11:01. The binding affinity (normalized) is 0. (2) The peptide sequence is LSSISLAL. The MHC is Mamu-A01 with pseudo-sequence Mamu-A01. The binding affinity (normalized) is 0.464. (3) The peptide sequence is QTDNDIWFW. The MHC is HLA-B27:03 with pseudo-sequence HLA-B27:03. The binding affinity (normalized) is 0.0847. (4) The peptide sequence is AVRHFPRIW. The MHC is HLA-B15:03 with pseudo-sequence HLA-B15:03. The binding affinity (normalized) is 0. (5) The peptide sequence is ETESVNSNY. The MHC is HLA-A02:06 with pseudo-sequence HLA-A02:06. The binding affinity (normalized) is 0.0847. (6) The peptide sequence is LLSIVVDINK. The binding affinity (normalized) is 0.669. The MHC is HLA-A11:01 with pseudo-sequence HLA-A11:01.